This data is from Merck oncology drug combination screen with 23,052 pairs across 39 cell lines. The task is: Regression. Given two drug SMILES strings and cell line genomic features, predict the synergy score measuring deviation from expected non-interaction effect. Drug 1: O=C(CCCCCCC(=O)Nc1ccccc1)NO. Drug 2: CCN(CC)CCNC(=O)c1c(C)[nH]c(C=C2C(=O)Nc3ccc(F)cc32)c1C. Cell line: OVCAR3. Synergy scores: synergy=7.43.